Dataset: Full USPTO retrosynthesis dataset with 1.9M reactions from patents (1976-2016). Task: Predict the reactants needed to synthesize the given product. Given the product [F:1][C:2]1[C:3]([OH:29])=[C:4]([C:8]2[N:13]([CH2:14][CH2:15][C:16]3[CH:21]=[CH:20][CH:19]=[CH:18][CH:17]=3)[C:12](=[O:22])[C:11]([N:23]3[CH:24]=[CH:25][CH:26]=[CH:27]3)=[C:10]([CH3:28])[N:9]=2)[CH:5]=[CH:6][CH:7]=1, predict the reactants needed to synthesize it. The reactants are: [F:1][C:2]1[C:3]([O:29]CC2C=CC=CC=2)=[C:4]([C:8]2[N:13]([CH2:14][CH2:15][C:16]3[CH:21]=[CH:20][CH:19]=[CH:18][CH:17]=3)[C:12](=[O:22])[C:11]([N:23]3[CH:27]=[CH:26][CH:25]=[CH:24]3)=[C:10]([CH3:28])[N:9]=2)[CH:5]=[CH:6][CH:7]=1.